Dataset: Forward reaction prediction with 1.9M reactions from USPTO patents (1976-2016). Task: Predict the product of the given reaction. (1) Given the reactants [Cl:1][CH2:2][C:3]1[O:4][C:5](=[O:9])[O:6][C:7]=1[CH3:8].C(=O)([O-])[O-].[Cs+].[Cs+].C([NH:23][C@H:24]([CH2:30][C:31]1[CH:36]=[CH:35][CH:34]=[CH:33][CH:32]=1)[C@@H:25]([OH:29])[C:26]([OH:28])=[O:27])(OC(C)(C)C)=O.[Na+].[Cl-], predict the reaction product. The product is: [CH3:8][C:7]1[O:6][C:5](=[O:9])[O:4][C:3]=1[CH2:2][O:28][C:26](=[O:27])[C@H:25]([OH:29])[C@H:24]([NH2:23])[CH2:30][C:31]1[CH:32]=[CH:33][CH:34]=[CH:35][CH:36]=1.[ClH:1]. (2) The product is: [C:1]([O:5][C:6]([NH:8][C@@H:9]([CH2:14][O:15][CH2:16][C@H:17]([CH2:27][C:28]1[CH:29]=[CH:30][C:31]([CH3:34])=[CH:32][CH:33]=1)[C@@H:18]([O:22][CH2:23][CH:24]([CH3:25])[CH3:26])[C@@H:19]([OH:21])[CH3:20])[C:10]([OH:12])=[O:11])=[O:7])([CH3:3])([CH3:4])[CH3:2]. Given the reactants [C:1]([O:5][C:6]([NH:8][C@@H:9]([CH2:14][O:15][CH2:16][C@H:17]([CH2:27][C:28]1[CH:33]=[CH:32][C:31]([CH3:34])=[CH:30][CH:29]=1)[C@@H:18]([O:22][CH2:23][CH:24]([CH3:26])[CH3:25])[C@@H:19]([OH:21])[CH3:20])[C:10]([O:12]C)=[O:11])=[O:7])([CH3:4])([CH3:3])[CH3:2].O[Li].O, predict the reaction product. (3) Given the reactants [Cl:1][C:2]1[CH:3]=[C:4]([CH:7]=[CH:8][C:9]=1[CH3:10])[C:5]#[N:6].[Br:11]N1C(=O)CCC1=O, predict the reaction product. The product is: [Cl:1][C:2]1[CH:3]=[C:4]([C:5]#[N:6])[CH:7]=[CH:8][C:9]=1[CH2:10][Br:11]. (4) Given the reactants [CH2:1](Br)[C:2]1[CH:7]=[CH:6][CH:5]=[CH:4][CH:3]=1.[O:9]1[C:13]2([CH2:18][CH2:17][CH:16]([C:19]3[CH:25]=[CH:24][C:22]([NH2:23])=[CH:21][CH:20]=3)[CH2:15][CH2:14]2)[O:12][CH2:11][CH2:10]1.C(=O)([O-])[O-].[K+].[K+].O, predict the reaction product. The product is: [CH2:1]([N:23]([CH2:1][C:2]1[CH:7]=[CH:6][CH:5]=[CH:4][CH:3]=1)[C:22]1[CH:21]=[CH:20][C:19]([CH:16]2[CH2:15][CH2:14][C:13]3([O:12][CH2:11][CH2:10][O:9]3)[CH2:18][CH2:17]2)=[CH:25][CH:24]=1)[C:2]1[CH:7]=[CH:6][CH:5]=[CH:4][CH:3]=1. (5) Given the reactants [CH3:1][C:2]([NH:14][C@@H:15]1[CH2:19][C@H:18]([C:20]2[CH:25]=[CH:24][CH:23]=[C:22]([O:26][C:27]([F:30])([F:29])[F:28])[CH:21]=2)[N:17]([C:31]2[CH:36]=[CH:35][C:34]([C:37]([F:40])([F:39])[F:38])=[CH:33][CH:32]=2)[C:16]1=[O:41])([C:4]1[CH:9]=[CH:8][N:7]=[C:6]([C:10]([F:13])([F:12])[F:11])[N:5]=1)[CH3:3].[C:42]([OH:51])(=[O:50])[CH2:43][CH2:44][CH2:45][CH2:46][C:47]([OH:49])=[O:48], predict the reaction product. The product is: [C:42]([OH:51])(=[O:50])[CH2:43][CH2:44][CH2:45][CH2:46][C:47]([OH:49])=[O:48].[CH3:3][C:2]([NH:14][C@@H:15]1[CH2:19][C@H:18]([C:20]2[CH:25]=[CH:24][CH:23]=[C:22]([O:26][C:27]([F:28])([F:29])[F:30])[CH:21]=2)[N:17]([C:31]2[CH:32]=[CH:33][C:34]([C:37]([F:38])([F:40])[F:39])=[CH:35][CH:36]=2)[C:16]1=[O:41])([C:4]1[CH:9]=[CH:8][N:7]=[C:6]([C:10]([F:11])([F:13])[F:12])[N:5]=1)[CH3:1]. (6) Given the reactants [F:1][C:2]1[CH:7]=[CH:6][CH:5]=[CH:4][C:3]=1[N:8]1[CH2:13][CH2:12][NH:11][CH2:10][CH2:9]1.Cl.[Cl:15][C:16]1[CH:17]=[C:18]([S:23](Cl)(=[O:25])=[O:24])[CH:19]=[CH:20][C:21]=1[Cl:22].C(N(C(C)C)CC)(C)C, predict the reaction product. The product is: [Cl:15][C:16]1[CH:17]=[C:18]([S:23]([N:11]2[CH2:12][CH2:13][N:8]([C:3]3[CH:4]=[CH:5][CH:6]=[CH:7][C:2]=3[F:1])[CH2:9][CH2:10]2)(=[O:24])=[O:25])[CH:19]=[CH:20][C:21]=1[Cl:22]. (7) Given the reactants [NH2:1][C:2]1[CH:3]=[C:4]2[C:8](=[CH:9][CH:10]=1)[CH2:7][CH:6]([C:11]([N:13]1[CH2:18][CH2:17][CH:16]([N:19]3[C:23]4[CH:24]=[CH:25][C:26]([CH3:28])=[CH:27][C:22]=4[N:21]=[C:20]3[C:29]([OH:32])([CH3:31])[CH3:30])[CH2:15][CH2:14]1)=O)[CH2:5]2.[H-].[Al+3].[Li+].[H-].[H-].[H-], predict the reaction product. The product is: [NH2:1][C:2]1[CH:3]=[C:4]2[C:8](=[CH:9][CH:10]=1)[CH2:7][CH:6]([CH2:11][N:13]1[CH2:14][CH2:15][CH:16]([N:19]3[C:23]4[CH:24]=[CH:25][C:26]([CH3:28])=[CH:27][C:22]=4[N:21]=[C:20]3[C:29]([OH:32])([CH3:30])[CH3:31])[CH2:17][CH2:18]1)[CH2:5]2.